From a dataset of Forward reaction prediction with 1.9M reactions from USPTO patents (1976-2016). Predict the product of the given reaction. Given the reactants [CH3:1][C:2]([O:7][C:8]1[CH:13]=[CH:12][C:11]([C:14]([F:17])([F:16])[F:15])=[CH:10][N:9]=1)([CH3:6])[C:3]([OH:5])=O.[CH3:18][C:19]1[CH:24]=[CH:23][C:22]([CH2:25][CH:26]([C:30]2[CH:35]=[CH:34][CH:33]=[CH:32][CH:31]=2)[CH:27]([NH2:29])[CH3:28])=[CH:21][CH:20]=1.C(N(C(C)C)CC)(C)C, predict the reaction product. The product is: [CH3:6][C:2]([O:7][C:8]1[CH:13]=[CH:12][C:11]([C:14]([F:17])([F:16])[F:15])=[CH:10][N:9]=1)([CH3:1])[C:3]([NH:29][CH:27]([CH3:28])[CH:26]([C:30]1[CH:35]=[CH:34][CH:33]=[CH:32][CH:31]=1)[CH2:25][C:22]1[CH:23]=[CH:24][C:19]([CH3:18])=[CH:20][CH:21]=1)=[O:5].